Dataset: Reaction yield outcomes from USPTO patents with 853,638 reactions. Task: Predict the reaction yield, written as a fraction of the theoretical maximum amount of product (1.0 means a 100% yield; for example, 0.34 means a 34% yield). (1) The reactants are [NH2:1][C:2]1[CH:11]=[CH:10][CH:9]=[C:8]2[C:3]=1[C:4](=[O:21])[N:5]([CH:13]1[CH2:18][CH2:17][C:16](=[O:19])[NH:15][C:14]1=[O:20])[C:6]([CH3:12])=[N:7]2.[Cl:22][C:23]1[CH:24]=[C:25]([CH:29]=[CH:30][CH:31]=1)[C:26](Cl)=[O:27]. The catalyst is O1CCCC1. The product is [Cl:22][C:23]1[CH:24]=[C:25]([CH:29]=[CH:30][CH:31]=1)[C:26]([NH:1][C:2]1[CH:11]=[CH:10][CH:9]=[C:8]2[C:3]=1[C:4](=[O:21])[N:5]([CH:13]1[CH2:18][CH2:17][C:16](=[O:19])[NH:15][C:14]1=[O:20])[C:6]([CH3:12])=[N:7]2)=[O:27]. The yield is 0.460. (2) The reactants are [O:1]=[C:2]1[NH:7][CH:6]=[N:5][C:4]2[O:8][C:9]([C:17]3[CH:22]=[CH:21][C:20]([C:23]4([NH:27][C:28](=[O:34])[O:29][C:30]([CH3:33])([CH3:32])[CH3:31])[CH2:26][CH2:25][CH2:24]4)=[CH:19][CH:18]=3)=[C:10]([C:11]3[CH:16]=[CH:15][CH:14]=[CH:13][CH:12]=3)[C:3]1=2.C([O-])([O-])=O.[K+].[K+].[F:41][CH2:42][CH2:43]I. The catalyst is CN(C=O)C.CCOC(C)=O.[Cl-].[Na+].O. The product is [F:41][CH2:42][CH2:43][N:7]1[C:2](=[O:1])[C:3]2[C:10]([C:11]3[CH:12]=[CH:13][CH:14]=[CH:15][CH:16]=3)=[C:9]([C:17]3[CH:22]=[CH:21][C:20]([C:23]4([NH:27][C:28](=[O:34])[O:29][C:30]([CH3:31])([CH3:33])[CH3:32])[CH2:24][CH2:25][CH2:26]4)=[CH:19][CH:18]=3)[O:8][C:4]=2[N:5]=[CH:6]1. The yield is 0.730.